Dataset: Full USPTO retrosynthesis dataset with 1.9M reactions from patents (1976-2016). Task: Predict the reactants needed to synthesize the given product. (1) Given the product [CH:1]1([CH2:7][N:8]([CH2:9][C:10]2[CH:15]=[CH:14][C:13]([F:16])=[CH:12][C:11]=2[F:17])[C:29](=[O:30])[CH2:28][O:27][C:26]2[CH:25]=[CH:24][C:23]([CH2:22][C@H:21]([O:20][CH2:18][CH3:19])[C:34]([O:36][CH2:37][CH3:38])=[O:35])=[CH:33][CH:32]=2)[CH2:6][CH2:5][CH2:4][CH2:3][CH2:2]1, predict the reactants needed to synthesize it. The reactants are: [CH:1]1([CH2:7][NH:8][CH2:9][C:10]2[CH:15]=[CH:14][C:13]([F:16])=[CH:12][C:11]=2[F:17])[CH2:6][CH2:5][CH2:4][CH2:3][CH2:2]1.[CH2:18]([O:20][C@H:21]([C:34]([O:36][CH2:37][CH3:38])=[O:35])[CH2:22][C:23]1[CH:33]=[CH:32][C:26]([O:27][CH2:28][C:29](O)=[O:30])=[CH:25][CH:24]=1)[CH3:19].C(N(CC)C(C)C)(C)C.F[B-](F)(F)F.N1(OC(N(C)C)=[N+](C)C)C2C=CC=CC=2N=N1. (2) Given the product [Cl:11][C:12]1[C:18]([CH3:19])=[CH:17][CH:16]=[C:15]([Cl:20])[C:13]=1[NH2:14].[NH2:1][C:2]1[NH:6][N:5]=[C:4]([S:7]([NH:14][C:13]2[C:15]([Cl:20])=[CH:16][CH:17]=[C:18]([CH3:19])[C:12]=2[Cl:11])(=[O:9])=[O:8])[N:3]=1, predict the reactants needed to synthesize it. The reactants are: [NH2:1][C:2]1[NH:6][N:5]=[C:4]([S:7](Cl)(=[O:9])=[O:8])[N:3]=1.[Cl:11][C:12]1[C:18]([CH3:19])=[CH:17][CH:16]=[C:15]([Cl:20])[C:13]=1[NH2:14]. (3) Given the product [Cl:68][C:69]1[CH:76]=[CH:75][CH:74]=[CH:73][C:70]=1[C:71]1[NH:31][C:29](=[O:30])[C:28]2[O:27][C:26]3[CH:32]=[CH:33][C:34]4[CH:35]=[CH:36][CH:37]=[CH:38][C:39]=4[C:25]=3[C:24]=2[N:23]=1, predict the reactants needed to synthesize it. The reactants are: BrC1C=CC2OC3C(=O)NC(C4C=CC=C(Cl)C=4)=NC=3C=2C=1.[NH2:23][C:24]1[C:25]2[C:39]3[C:34](=[CH:35][CH:36]=[CH:37][CH:38]=3)[CH:33]=[CH:32][C:26]=2[O:27][C:28]=1[C:29]([NH2:31])=[O:30].BrC1C=CC2OC(C(=O)N)=C(NC(C3CCCN3C(OC(C)(C)C)=O)=O)C=2C=1.[Cl:68][C:69]1[CH:76]=[CH:75][CH:74]=[CH:73][C:70]=1[CH:71]=O.BrC1C=CC(C=O)=CC=1. (4) Given the product [CH3:1][O:2][C:3]([C:5]1[CH:6]=[C:7]2[C:11](=[CH:12][CH:13]=1)[N:10]([CH:14]([CH3:16])[CH3:15])[CH:9]=[CH:8]2)=[O:4], predict the reactants needed to synthesize it. The reactants are: [CH3:1][O:2][C:3]([C:5]1[CH:6]=[C:7]2[C:11](=[CH:12][CH:13]=1)[NH:10][CH:9]=[CH:8]2)=[O:4].[CH:14](I)([CH3:16])[CH3:15].[H-].[Na+].Cl. (5) Given the product [ClH:32].[CH:28]1([CH2:27][NH:7][C@@H:8]2[CH2:10][C@H:9]2[C:11]2[S:12][C:13]([C:16]([NH:17][CH:18]3[CH2:23][CH2:22][C:21]([F:25])([F:24])[CH2:20][CH2:19]3)=[O:26])=[CH:14][CH:15]=2)[CH2:29][CH2:30]1, predict the reactants needed to synthesize it. The reactants are: C(OC(=O)[N:7]([CH2:27][CH:28]1[CH2:30][CH2:29]1)[C@@H:8]1[CH2:10][C@H:9]1[C:11]1[S:12][C:13]([C:16](=[O:26])[NH:17][CH:18]2[CH2:23][CH2:22][C:21]([F:25])([F:24])[CH2:20][CH2:19]2)=[CH:14][CH:15]=1)(C)(C)C.[ClH:32].C(OCC)(=O)C.